From a dataset of Forward reaction prediction with 1.9M reactions from USPTO patents (1976-2016). Predict the product of the given reaction. (1) The product is: [C:2]([O:4][CH2:5][C:6]1[CH2:27][S:26][C@H:9]2[N:8]([C:11](=[O:12])[C@H:10]2[NH:13][C:14](=[O:15])/[C:16](/[C:20]2[N:24]=[C:23]([NH:25]/[CH:34]=[C:33]3\[C:32]([OH:31])=[CH:39][CH:38]=[CH:37][CH2:36]\3)[S:22][CH:21]=2)=[N:17]\[O:18][CH3:19])[C:7]=1[C:28]([OH:30])=[O:29])(=[O:3])[CH3:1]. Given the reactants [CH3:1][C:2]([O:4][CH2:5][C:6]1[CH2:27][S:26][C@@H:9]2[C@H:10]([NH:13][C:14](/[C:16](/[C:20]3[N:24]=[C:23]([NH2:25])[S:22][CH:21]=3)=[N:17]\[O:18][CH3:19])=[O:15])[C:11](=[O:12])[N:8]2[C:7]=1[C:28]([OH:30])=[O:29])=[O:3].[OH:31][C:32]1[CH:39]=[CH:38][CH:37]=[CH:36][C:33]=1[CH:34]=O, predict the reaction product. (2) Given the reactants [CH3:1][N:2]([CH3:32])[C:3]1[N:12]=[C:11]([NH:13][CH2:14][C:15]2[CH:20]=[CH:19][C:18]([NH:21][C:22](=[O:30])[C:23]3[CH:28]=[CH:27][C:26]([F:29])=[CH:25][CH:24]=3)=[CH:17][CH:16]=2)[C:10]2[C:5](=[CH:6][C:7](I)=[CH:8][CH:9]=2)[N:4]=1.[CH:33]1(B(O)O)[CH2:35][CH2:34]1.Cl, predict the reaction product. The product is: [CH:33]1([C:7]2[CH:6]=[C:5]3[C:10]([C:11]([NH:13][CH2:14][C:15]4[CH:20]=[CH:19][C:18]([NH:21][C:22](=[O:30])[C:23]5[CH:28]=[CH:27][C:26]([F:29])=[CH:25][CH:24]=5)=[CH:17][CH:16]=4)=[N:12][C:3]([N:2]([CH3:32])[CH3:1])=[N:4]3)=[CH:9][CH:8]=2)[CH2:35][CH2:34]1. (3) Given the reactants [CH:1]1[CH:6]=[CH:5][C:4]([NH:7][C:8]([CH2:10][C:11]([NH:13][C:14]2[CH:19]=[CH:18][CH:17]=[CH:16][CH:15]=2)=[O:12])=[O:9])=[CH:3][CH:2]=1.[H-].[Na+].C([O-])(=O)CC([O-])=O.[CH3:29][O:30][C:31]([C:33]1[S:45][C:36]2[N:37]=[C:38](S(C)(=O)=O)[N:39]=[CH:40][C:35]=2[CH:34]=1)=[O:32], predict the reaction product. The product is: [CH3:29][O:30][C:31]([C:33]1[S:45][C:36]2[N:37]=[C:38]([CH:10]([C:11](=[O:12])[NH:13][C:14]3[CH:19]=[CH:18][CH:17]=[CH:16][CH:15]=3)[C:8](=[O:9])[NH:7][C:4]3[CH:3]=[CH:2][CH:1]=[CH:6][CH:5]=3)[N:39]=[CH:40][C:35]=2[CH:34]=1)=[O:32]. (4) Given the reactants [Br:1][C:2]1[CH:15]=[CH:14][C:5]([C:6]([NH:8][CH2:9][Si:10]([CH3:13])([CH3:12])[CH3:11])=O)=[CH:4][C:3]=1[CH3:16].COC1C=CC(P2(SP(C3C=CC(OC)=CC=3)(=S)S2)=[S:26])=CC=1, predict the reaction product. The product is: [Br:1][C:2]1[CH:15]=[CH:14][C:5]([C:6]([NH:8][CH2:9][Si:10]([CH3:13])([CH3:12])[CH3:11])=[S:26])=[CH:4][C:3]=1[CH3:16]. (5) The product is: [CH2:9]([O:8][C:3]1[N:4]=[CH:5][C:6]([C:6]2[CH:5]=[N:4][C:3]([O:8][CH2:9][CH3:10])=[CH:2][CH:7]=2)=[CH:7][CH:2]=1)[CH3:10]. Given the reactants Br[C:2]1[C:3]([O:8][CH2:9][CH3:10])=[N:4][CH:5]=[CH:6][CH:7]=1, predict the reaction product. (6) Given the reactants [Br:1][C:2]1[N:7]=[C:6]([CH:8]=[O:9])[C:5]([O:10][CH3:11])=[CH:4][CH:3]=1.CC(=CC)C.P([O-])(O)(O)=[O:18].[Na+], predict the reaction product. The product is: [Br:1][C:2]1[N:7]=[C:6]([C:8]([OH:18])=[O:9])[C:5]([O:10][CH3:11])=[CH:4][CH:3]=1. (7) Given the reactants [CH2:1]([O:3][C:4](=[O:15])[CH2:5][C:6]1[CH:11]=C[C:9](F)=[C:8](C#N)[CH:7]=1)[CH3:2].[C:16]([NH:19][OH:20])(=O)[CH3:17].C(=O)([O-])[O-].[K+].[K+].C[N:28](C=O)C, predict the reaction product. The product is: [CH2:1]([O:3][C:4](=[O:15])[CH2:5][C:6]1[CH:7]=[CH:8][C:9]2[O:20][N:19]=[C:16]([NH2:28])[C:17]=2[CH:11]=1)[CH3:2]. (8) Given the reactants [N:1]1[CH:6]=[CH:5][CH:4]=[CH:3][C:2]=1[CH2:7][O:8][C:9]1[CH:17]=[CH:16][C:12]([C:13]([OH:15])=O)=[CH:11][CH:10]=1.CN(C(ON1N=NC2C=CC=NC1=2)=[N+](C)C)C.F[P-](F)(F)(F)(F)F.CCN(C(C)C)C(C)C.[NH2:51][C:52]1[CH:53]=[C:54]([B:59]([OH:61])[OH:60])[CH:55]=[CH:56][C:57]=1[CH3:58].[Na+].[Cl-], predict the reaction product. The product is: [CH3:58][C:57]1[CH:56]=[CH:55][C:54]([B:59]([OH:61])[OH:60])=[CH:53][C:52]=1[NH:51][C:13](=[O:15])[C:12]1[CH:11]=[CH:10][C:9]([O:8][CH2:7][C:2]2[CH:3]=[CH:4][CH:5]=[CH:6][N:1]=2)=[CH:17][CH:16]=1. (9) Given the reactants Cl[C:2]1[N:7]=[C:6](Cl)[C:5]([CH2:9]Cl)=[C:4]([CH3:11])[N:3]=1.[C:12]([O-:15])([O-])=O.[K+].[K+].[CH3:18][NH:19][C@@H:20]1[C:29]2[C:24](=[CH:25][CH:26]=[CH:27][CH:28]=2)[CH2:23][CH2:22][CH2:21]1.O.[CH3:31][CH2:32]O, predict the reaction product. The product is: [CH2:25]([C:24]1[CH:29]=[CH:20][CH:21]=[C:22]([CH2:32][CH3:31])[C:23]=1[C:2]1[N:7]=[C:6]([O:15][CH3:12])[C:5]([CH2:9][N:19]([CH3:18])[CH:20]2[C:29]3[C:24](=[CH:25][CH:26]=[CH:27][CH:28]=3)[CH2:23][CH2:22][CH2:21]2)=[C:4]([CH3:11])[N:3]=1)[CH3:26].